Dataset: Catalyst prediction with 721,799 reactions and 888 catalyst types from USPTO. Task: Predict which catalyst facilitates the given reaction. (1) Reactant: Cl[C:2]1[N:10]=[C:9]2[C:5]([N:6]=[CH:7][NH:8]2)=[C:4]([NH:11][CH:12]2[CH2:17][CH2:16][CH2:15][CH2:14][CH2:13]2)[N:3]=1.[CH3:18][C:19]1[CH:23]=[C:22]([CH3:24])[NH:21][N:20]=1.C(#N)C. Product: [CH:12]1([NH:11][C:4]2[N:3]=[C:2]([N:20]3[C:19]([CH3:18])=[CH:23][C:22]([CH3:24])=[N:21]3)[N:10]=[C:9]3[C:5]=2[N:6]=[CH:7][NH:8]3)[CH2:17][CH2:16][CH2:15][CH2:14][CH2:13]1. The catalyst class is: 6. (2) Reactant: ClC(OCC(C)C)=O.[C:9]([C:11]1[CH:16]=[CH:15][C:14]([C@H:17]2[C@:21]3([N:25]([CH3:26])[C:24](=[O:27])[N:23]([C:28]4[CH:33]=[C:32]([Cl:34])[CH:31]=[C:30]([Cl:35])[CH:29]=4)[C:22]3=[O:36])[CH2:20][N:19]([CH2:37][C:38](O)=[O:39])[CH2:18]2)=[CH:13][CH:12]=1)#[N:10].C[N:42]1CCOCC1.N. The catalyst class is: 34. Product: [C:9]([C:11]1[CH:12]=[CH:13][C:14]([C@H:17]2[C@:21]3([N:25]([CH3:26])[C:24](=[O:27])[N:23]([C:28]4[CH:33]=[C:32]([Cl:34])[CH:31]=[C:30]([Cl:35])[CH:29]=4)[C:22]3=[O:36])[CH2:20][N:19]([CH2:37][C:38]([NH2:42])=[O:39])[CH2:18]2)=[CH:15][CH:16]=1)#[N:10].